This data is from Catalyst prediction with 721,799 reactions and 888 catalyst types from USPTO. The task is: Predict which catalyst facilitates the given reaction. The catalyst class is: 19. Reactant: [N+:1]([C:4]1[CH:9]=[C:8]([C:10]2[N:14]3[CH:15]=[CH:16][C:17]([C:19]4[CH:24]=[CH:23][N:22]=[CH:21][CH:20]=4)=[CH:18][C:13]3=[N:12][CH:11]=2)[CH:7]=[CH:6][C:5]=1[CH2:25][C:26]([NH:28][C:29]1[CH:34]=[C:33]([C:35]([F:38])([F:37])[F:36])[CH:32]=[CH:31][N:30]=1)=[O:27])([O-])=O.C([O-])=O.[NH4+]. Product: [NH2:1][C:4]1[CH:9]=[C:8]([C:10]2[N:14]3[CH:15]=[CH:16][C:17]([C:19]4[CH:20]=[CH:21][N:22]=[CH:23][CH:24]=4)=[CH:18][C:13]3=[N:12][CH:11]=2)[CH:7]=[CH:6][C:5]=1[CH2:25][C:26]([NH:28][C:29]1[CH:34]=[C:33]([C:35]([F:36])([F:38])[F:37])[CH:32]=[CH:31][N:30]=1)=[O:27].